From a dataset of Forward reaction prediction with 1.9M reactions from USPTO patents (1976-2016). Predict the product of the given reaction. (1) The product is: [CH3:39][N:40]1[C:44]([C:2]2[CH:3]=[C:4]3[C:8](=[CH:9][CH:10]=2)[N:7]([CH:11]2[CH2:16][CH2:15][CH2:14][CH2:13][O:12]2)[N:6]=[C:5]3[C:17]2[N:22]=[C:21]([O:23][C@H:24]3[CH2:31][N:30]([C:32]([O:34][C:35]([CH3:38])([CH3:37])[CH3:36])=[O:33])[CH2:29][CH2:28][C:25]43[CH2:27][CH2:26]4)[CH:20]=[N:19][CH:18]=2)=[CH:43][CH:42]=[N:41]1. Given the reactants Br[C:2]1[CH:3]=[C:4]2[C:8](=[CH:9][CH:10]=1)[N:7]([CH:11]1[CH2:16][CH2:15][CH2:14][CH2:13][O:12]1)[N:6]=[C:5]2[C:17]1[N:22]=[C:21]([O:23][C@H:24]2[CH2:31][N:30]([C:32]([O:34][C:35]([CH3:38])([CH3:37])[CH3:36])=[O:33])[CH2:29][CH2:28][C:25]32[CH2:27][CH2:26]3)[CH:20]=[N:19][CH:18]=1.[CH3:39][N:40]1[C:44](B2OC(C)(C)C(C)(C)O2)=[CH:43][CH:42]=[N:41]1.P([O-])([O-])([O-])=O.[K+].[K+].[K+], predict the reaction product. (2) The product is: [Cl:17][C:14]1[CH:15]=[CH:16][C:11]([NH:10][C:8]2[CH:7]=[CH:6][C:5]([C:18](=[O:26])[C:19]3[CH:24]=[CH:23][C:22]([NH:25][C:29]4[CH:34]=[CH:33][C:32]([Cl:35])=[CH:31][CH:30]=4)=[CH:21][CH:20]=3)=[C:4]([CH:9]=2)[C:3]([OH:2])=[O:27])=[CH:12][CH:13]=1. Given the reactants C[O:2][C:3](=[O:27])[C:4]1[CH:9]=[C:8]([NH:10][C:11]2[CH:16]=[CH:15][C:14]([Cl:17])=[CH:13][CH:12]=2)[CH:7]=[CH:6][C:5]=1[C:18](=[O:26])[C:19]1[CH:24]=[CH:23][C:22]([NH2:25])=[CH:21][CH:20]=1.Br[C:29]1[CH:34]=[CH:33][C:32]([Cl:35])=[CH:31][CH:30]=1, predict the reaction product. (3) The product is: [CH3:16][C:17]1[CH:18]=[CH:19][C:20]([CH2:21][N:22]2[CH:26]=[N:25][C:24]([NH:27][C:2]3[CH:3]=[CH:4][C:5]([N:10]4[CH:14]=[C:13]([CH3:15])[N:12]=[CH:11]4)=[C:6]([CH:9]=3)[C:7]#[N:8])=[N:23]2)=[CH:28][CH:29]=1. Given the reactants Br[C:2]1[CH:3]=[CH:4][C:5]([N:10]2[CH:14]=[C:13]([CH3:15])[N:12]=[CH:11]2)=[C:6]([CH:9]=1)[C:7]#[N:8].[CH3:16][C:17]1[CH:29]=[CH:28][C:20]([CH2:21][N:22]2[CH:26]=[N:25][C:24]([NH2:27])=[N:23]2)=[CH:19][CH:18]=1, predict the reaction product. (4) Given the reactants [F:1][C:2]([F:7])([F:6])[C:3]([OH:5])=[O:4].N1CCC(C(NC2C=CC=CC=2C(N)=O)=O)CC1.C(OC([N:33]1[CH2:38][CH2:37][CH:36]([C:39]([NH:41][C:42]2[CH:57]=[CH:56][C:55]([CH:58]([OH:60])[CH3:59])=[CH:54][C:43]=2[C:44]([NH:46][C:47]2[CH:52]=[CH:51][C:50]([Cl:53])=[CH:49][N:48]=2)=[O:45])=[O:40])[CH2:35][CH2:34]1)=O)(C)(C)C, predict the reaction product. The product is: [F:1][C:2]([F:7])([F:6])[C:3]([OH:5])=[O:4].[Cl:53][C:50]1[CH:51]=[CH:52][C:47]([NH:46][C:44](=[O:45])[C:43]2[CH:54]=[C:55]([CH:58]([OH:60])[CH3:59])[CH:56]=[CH:57][C:42]=2[NH:41][C:39]([CH:36]2[CH2:37][CH2:38][NH:33][CH2:34][CH2:35]2)=[O:40])=[N:48][CH:49]=1. (5) Given the reactants [Cl:1][C:2]1[CH:7]=[C:6]([CH3:8])[N:5]=[C:4]([NH2:9])[N:3]=1.[Br:10]Br, predict the reaction product. The product is: [Br:10][C:7]1[C:2]([Cl:1])=[N:3][C:4]([NH2:9])=[N:5][C:6]=1[CH3:8]. (6) Given the reactants [Cl:1][C:2]1[CH:10]=[CH:9][C:5]([C:6]([OH:8])=O)=[C:4]([N+:11]([O-:13])=[O:12])[CH:3]=1.[CH3:14][O:15][C:16]1[CH:21]=[CH:20][C:19]([NH2:22])=[CH:18][CH:17]=1, predict the reaction product. The product is: [Cl:1][C:2]1[CH:10]=[CH:9][C:5]([C:6]([NH:22][C:19]2[CH:20]=[CH:21][C:16]([O:15][CH3:14])=[CH:17][CH:18]=2)=[O:8])=[C:4]([N+:11]([O-:13])=[O:12])[CH:3]=1. (7) Given the reactants C(=O)(OC(C)(C)C)[O:2][C:3]1[CH:8]=[CH:7][C:6]([C:9]([NH2:11])=[O:10])=[CH:5][C:4]=1[Cl:12].Cl, predict the reaction product. The product is: [Cl:12][C:4]1[CH:5]=[C:6]([CH:7]=[CH:8][C:3]=1[OH:2])[C:9]([NH2:11])=[O:10].